Dataset: CYP3A4 inhibition data for predicting drug metabolism from PubChem BioAssay. Task: Regression/Classification. Given a drug SMILES string, predict its absorption, distribution, metabolism, or excretion properties. Task type varies by dataset: regression for continuous measurements (e.g., permeability, clearance, half-life) or binary classification for categorical outcomes (e.g., BBB penetration, CYP inhibition). Dataset: cyp3a4_veith. (1) The molecule is CC(C)OP(=O)(OC(C)C)C(NC(=O)c1ccc(Br)cc1)c1ccccc1. The result is 1 (inhibitor). (2) The result is 1 (inhibitor). The compound is COc1cccc(N=c2oc3c(C)ncc(CO)c3cc2C(N)=O)c1. (3) The molecule is O=C(NCc1ccco1)c1nc2c(nnn2Cc2cccc(Cl)c2)c(=O)[nH]1. The result is 0 (non-inhibitor).